Dataset: Catalyst prediction with 721,799 reactions and 888 catalyst types from USPTO. Task: Predict which catalyst facilitates the given reaction. (1) Reactant: [CH2:1]([O:7][C:8]1[CH:9]=[C:10]([C:28]2[O:32][C:31]([C:33]3[CH:42]=[CH:41][C:36]([C:37]([NH:39][NH2:40])=[O:38])=[CH:35][CH:34]=3)=[N:30][N:29]=2)[CH:11]=[C:12]([O:21][CH2:22][CH2:23][CH2:24][CH2:25][CH2:26][CH3:27])[C:13]=1[O:14][CH2:15][CH2:16][CH2:17][CH2:18][CH2:19][CH3:20])[CH2:2][CH2:3][CH2:4][CH2:5][CH3:6].Cl[C:44]([C:46]1[CH:54]=[CH:53][C:49]([C:50]([O-:52])=[O:51])=[CH:48][CH:47]=1)=[O:45].N1C=CC=C[CH:56]=1.O. Product: [CH2:1]([O:7][C:8]1[CH:9]=[C:10]([C:28]2[O:32][C:31]([C:33]3[CH:42]=[CH:41][C:36]([C:37]([NH:39][NH:40][C:44]([C:46]4[CH:54]=[CH:53][C:49]([C:50]([O:52][CH3:56])=[O:51])=[CH:48][CH:47]=4)=[O:45])=[O:38])=[CH:35][CH:34]=3)=[N:30][N:29]=2)[CH:11]=[C:12]([O:21][CH2:22][CH2:23][CH2:24][CH2:25][CH2:26][CH3:27])[C:13]=1[O:14][CH2:15][CH2:16][CH2:17][CH2:18][CH2:19][CH3:20])[CH2:2][CH2:3][CH2:4][CH2:5][CH3:6]. The catalyst class is: 1. (2) Reactant: [Br:1][C:2]1[CH:15]=[CH:14][C:5]([O:6][CH2:7][CH:8]2[CH2:13][CH2:12][NH:11][CH2:10][CH2:9]2)=[CH:4][CH:3]=1.[O:16]1[C:18]2([CH2:21][CH2:20][CH2:19]2)[CH2:17]1.CCN(CC)CC. Product: [Br:1][C:2]1[CH:3]=[CH:4][C:5]([O:6][CH2:7][CH:8]2[CH2:9][CH2:10][N:11]([CH2:17][C:18]3([OH:16])[CH2:21][CH2:20][CH2:19]3)[CH2:12][CH2:13]2)=[CH:14][CH:15]=1. The catalyst class is: 88. (3) Reactant: S(Cl)(Cl)=O.[Br:5][C:6]1[S:10][C:9](/[CH:11]=[CH:12]/[C:13]([OH:15])=O)=[CH:8][CH:7]=1.[N-:16]=[N+:17]=[N-:18].[Na+].O1CCOCC1. Product: [Br:5][C:6]1[S:10][C:9](/[CH:11]=[CH:12]/[C:13]([N:16]=[N+:17]=[N-:18])=[O:15])=[CH:8][CH:7]=1. The catalyst class is: 146. (4) The catalyst class is: 24. Product: [F:21][C:18]1[CH:19]=[CH:20][C:15]([C:12]2[N:8]3[CH:9]=[CH:10][N:11]=[C:6]([C:4]([OH:5])=[O:3])[C:7]3=[CH:14][N:13]=2)=[CH:16][CH:17]=1. Reactant: C([O:3][C:4]([C:6]1[C:7]2[N:8]([C:12]([C:15]3[CH:20]=[CH:19][C:18]([F:21])=[CH:17][CH:16]=3)=[N:13][CH:14]=2)[CH:9]=[CH:10][N:11]=1)=[O:5])C.[OH-].[K+]. (5) Reactant: CC(C)([O-])C.[K+].[Br:7][C:8]1[CH:9]=[C:10]([Cl:18])[C:11]([CH2:14][N+:15]([O-:17])=[O:16])=[N:12][CH:13]=1.Cl[CH2:20][NH:21][C:22](=[O:33])[C:23]1[CH:28]=[CH:27][CH:26]=[CH:25][C:24]=1[C:29]([F:32])([F:31])[F:30].Cl. Product: [Br:7][C:8]1[CH:9]=[C:10]([Cl:18])[C:11]([CH:14]([N+:15]([O-:17])=[O:16])[CH2:20][NH:21][C:22](=[O:33])[C:23]2[CH:28]=[CH:27][CH:26]=[CH:25][C:24]=2[C:29]([F:30])([F:32])[F:31])=[N:12][CH:13]=1. The catalyst class is: 9. (6) Reactant: [NH2:1][C:2]([NH:4][CH2:5][CH2:6][O:7][C:8]1[CH:13]=[CH:12][C:11]([C:14]2[N:18]([C:19]3[CH:24]=[CH:23][C:22]([O:25][CH3:26])=[CH:21][CH:20]=3)[N:17]=[C:16]([NH:27]C(=O)OC(C)(C)C)[CH:15]=2)=[CH:10][CH:9]=1)=[O:3]. Product: [NH2:27][C:16]1[CH:15]=[C:14]([C:11]2[CH:12]=[CH:13][C:8]([O:7][CH2:6][CH2:5][NH:4][C:2]([NH2:1])=[O:3])=[CH:9][CH:10]=2)[N:18]([C:19]2[CH:24]=[CH:23][C:22]([O:25][CH3:26])=[CH:21][CH:20]=2)[N:17]=1. The catalyst class is: 258. (7) Reactant: C([O:4][C@H:5]1[C:14]2[N:13]=[C:12]([CH:15]([CH3:17])[CH3:16])[C:11]3[C@@H:18]([C:25]4[CH:30]=[CH:29][C:28]([C:31]([F:34])([F:33])[F:32])=[CH:27][CH:26]=4)[O:19][C:20]4([CH2:24][CH2:23][CH2:22][CH2:21]4)[C:10]=3[C:9]=2[C@@H:8]([OH:35])[CH2:7][C:6]1([CH3:37])[CH3:36])(=O)C.C(=O)([O-])[O-].[K+].[K+]. Product: [CH:15]([C:12]1[C:11]2[C@@H:18]([C:25]3[CH:26]=[CH:27][C:28]([C:31]([F:32])([F:34])[F:33])=[CH:29][CH:30]=3)[O:19][C:20]3([CH2:21][CH2:22][CH2:23][CH2:24]3)[C:10]=2[C:9]2[C@@H:8]([OH:35])[CH2:7][C:6]([CH3:36])([CH3:37])[C@@H:5]([OH:4])[C:14]=2[N:13]=1)([CH3:17])[CH3:16]. The catalyst class is: 24. (8) Reactant: [CH2:1]([O:3][C:4](=[O:8])[CH2:5][CH2:6]Br)[CH3:2].[N:9]1[C:13]2[CH:14]=[CH:15][CH:16]=[CH:17][C:12]=2[NH:11][CH:10]=1.C(=O)([O-])[O-].[K+].[K+]. Product: [CH2:1]([O:3][C:4](=[O:8])[CH2:5][CH2:6][N:9]1[C:13]2[CH:14]=[CH:15][CH:16]=[CH:17][C:12]=2[N:11]=[CH:10]1)[CH3:2]. The catalyst class is: 10. (9) Reactant: [Cl:1][C:2]1[CH:3]=[C:4]([CH:18]=[C:19]([Cl:21])[CH:20]=1)[CH2:5][C:6]1[C:7]([CH2:16][CH3:17])=[N:8][N:9]([CH2:13][CH2:14][NH2:15])[C:10]=1[CH2:11][CH3:12].[F:22][C:23]1[CH:33]=[CH:32][CH:31]=[C:30]([F:34])[C:24]=1[C:25]([N:27]=[C:28]=[O:29])=[O:26]. Product: [Cl:1][C:2]1[CH:3]=[C:4]([CH:18]=[C:19]([Cl:21])[CH:20]=1)[CH2:5][C:6]1[C:7]([CH2:16][CH3:17])=[N:8][N:9]([CH2:13][CH2:14][NH:15][C:28]([NH:27][C:25](=[O:26])[C:24]2[C:30]([F:34])=[CH:31][CH:32]=[CH:33][C:23]=2[F:22])=[O:29])[C:10]=1[CH2:11][CH3:12]. The catalyst class is: 9. (10) Reactant: C(O)(C(F)(F)F)=O.[CH3:8][C@H:9]1[C:17]2[C:16]([CH:18]3[CH2:23][CH2:22][N:21](C(OC(C)(C)C)=O)[CH2:20][CH2:19]3)=[N:15][CH:14]=[N:13][C:12]=2[CH2:11][CH2:10]1. Product: [CH3:8][C@H:9]1[C:17]2[C:16]([CH:18]3[CH2:23][CH2:22][NH:21][CH2:20][CH2:19]3)=[N:15][CH:14]=[N:13][C:12]=2[CH2:11][CH2:10]1. The catalyst class is: 2.